Dataset: Forward reaction prediction with 1.9M reactions from USPTO patents (1976-2016). Task: Predict the product of the given reaction. (1) Given the reactants [Br:1][C:2]1[CH:7]=[CH:6][N:5]=[C:4]([C:8]([NH2:10])=O)[CH:3]=1, predict the reaction product. The product is: [Br:1][C:2]1[CH:7]=[CH:6][N:5]=[C:4]([CH2:8][NH2:10])[CH:3]=1. (2) The product is: [CH3:1][C:2]1[O:6][C:5]([C:7]2[CH:8]=[CH:9][C:10]([C:26]3[N:27]=[N:28][C:29]([CH3:32])=[CH:30][CH:31]=3)=[CH:11][CH:12]=2)=[N:4][C:3]=1[CH2:22][CH2:23][OH:24]. Given the reactants [CH3:1][C:2]1[O:6][C:5]([C:7]2[CH:12]=[CH:11][C:10](B3OC(C)(C)C(C)(C)O3)=[CH:9][CH:8]=2)=[N:4][C:3]=1[CH2:22][CH2:23][OH:24].I[C:26]1[N:27]=[N:28][C:29]([CH3:32])=[CH:30][CH:31]=1.C(Cl)Cl.C(=O)([O-])[O-].[Na+].[Na+], predict the reaction product. (3) Given the reactants [CH2:1]([O:8][NH:9][C@H:10]1[CH2:15][N:14]([C:16]([O:18][C:19]([CH3:22])([CH3:21])[CH3:20])=[O:17])[C@H:13]([C:23](O)=[O:24])[CH2:12][CH2:11]1)[C:2]1[CH:7]=[CH:6][CH:5]=[CH:4][CH:3]=1.[NH2:26][O:27][CH2:28][CH2:29][NH:30][C:31](=[O:40])[O:32][CH2:33][C:34]1[CH:39]=[CH:38][CH:37]=[CH:36][CH:35]=1.ON1C2C=CC=CC=2N=N1.Cl.C(N=C=NCCCN(C)C)C, predict the reaction product. The product is: [CH2:33]([O:32][C:31]([NH:30][CH2:29][CH2:28][O:27][NH:26][C:23]([C@@H:13]1[CH2:12][CH2:11][C@@H:10]([NH:9][O:8][CH2:1][C:2]2[CH:7]=[CH:6][CH:5]=[CH:4][CH:3]=2)[CH2:15][N:14]1[C:16]([O:18][C:19]([CH3:22])([CH3:21])[CH3:20])=[O:17])=[O:24])=[O:40])[C:34]1[CH:39]=[CH:38][CH:37]=[CH:36][CH:35]=1. (4) Given the reactants CC([N:5]([C@@H:9]([CH2:22][C:23]1[CH:28]=[CH:27][C:26]([C:29]2[N:30]=[C:31]3[C:36]([CH:37]([OH:39])[CH3:38])=[CH:35][CH:34]=[CH:33][N:32]3[CH:40]=2)=[CH:25][CH:24]=1)[CH2:10][N:11]1[C:19](=[O:20])[C:18]2[C:13](=[CH:14][CH:15]=[CH:16][CH:17]=2)[C:12]1=[O:21])[C:6](=[O:8])[O-])(C)C.Cl.O1CCOCC1.C(N(CC)C(C)C)(C)C.[Cl:57][C:58]1[CH:59]=[C:60]([CH:75]=[CH:76][C:77]=1[O:78][CH:79]([CH3:81])[CH3:80])C(OC1C(F)=C(F)C(F)=C(F)C=1F)=O, predict the reaction product. The product is: [Cl:57][C:58]1[CH:59]=[C:60]([CH:75]=[CH:76][C:77]=1[O:78][CH:79]([CH3:81])[CH3:80])[C:6]([NH:5][C@@H:9]([CH2:22][C:23]1[CH:24]=[CH:25][C:26]([C:29]2[N:30]=[C:31]3[C:36]([CH:37]([OH:39])[CH3:38])=[CH:35][CH:34]=[CH:33][N:32]3[CH:40]=2)=[CH:27][CH:28]=1)[CH2:10][N:11]1[C:12](=[O:21])[C:13]2[C:18](=[CH:17][CH:16]=[CH:15][CH:14]=2)[C:19]1=[O:20])=[O:8].